Dataset: Full USPTO retrosynthesis dataset with 1.9M reactions from patents (1976-2016). Task: Predict the reactants needed to synthesize the given product. (1) Given the product [C:1]12([CH2:11][C:12]([NH:14][C:15]3[CH:24]=[CH:23][CH:22]=[C:21]4[C:16]=3[CH:17]=[CH:18][N:32]([CH2:31][C:30]3[CH:33]=[CH:34][C:27]([F:26])=[CH:28][CH:29]=3)[C:20]4=[O:19])=[O:13])[CH2:10][CH:5]3[CH2:6][CH:7]([CH2:9][CH:3]([CH2:4]3)[CH2:2]1)[CH2:8]2, predict the reactants needed to synthesize it. The reactants are: [C:1]12([CH2:11][C:12]([NH:14][C:15]3[CH:24]=[CH:23][CH:22]=[C:21]4[C:16]=3[CH:17]=[CH:18][O:19][C:20]4=O)=[O:13])[CH2:10][CH:5]3[CH2:6][CH:7]([CH2:9][CH:3]([CH2:4]3)[CH2:2]1)[CH2:8]2.[F:26][C:27]1[CH:34]=[CH:33][C:30]([CH2:31][NH2:32])=[CH:29][CH:28]=1. (2) Given the product [N:13]1([C:17]([O:19][CH2:20][C:21]2[C:26]([C:27]([F:30])([F:29])[F:28])=[CH:25][CH:24]=[CH:23][C:22]=2[F:31])=[O:18])[CH:12]=[CH:16][N:9]=[CH:14]1, predict the reactants needed to synthesize it. The reactants are: C([N:9]1[C@H:16]2[C@H:12]([N:13]([C:17]([O:19][CH2:20][C:21]3[C:26]([C:27]([F:30])([F:29])[F:28])=[CH:25][CH:24]=[CH:23][C:22]=3[F:31])=[O:18])[CH2:14]C2)[C@@H](O)C1)(=O)C1C=CC=CC=1.C(N1C=CN=C1)(N1C=CN=C1)=O.FC1C=CC=C(C(F)(F)F)C=1CO.